From a dataset of Reaction yield outcomes from USPTO patents with 853,638 reactions. Predict the reaction yield, written as a fraction of the theoretical maximum amount of product (1.0 means a 100% yield; for example, 0.34 means a 34% yield). (1) The reactants are [NH2:1][C:2]1[N:10]=[C:9]([O:11][CH2:12][CH2:13][O:14][CH3:15])[N:8]=[C:7]2[C:3]=1[N:4]=[C:5]([OH:23])[N:6]2[CH2:16][C:17]1[CH:22]=[CH:21][CH:20]=[CH:19][CH:18]=1.CCN(C(C)C)C(C)C.Cl[C:34]([O:36][CH2:37][CH3:38])=[O:35].CO. The catalyst is C(Cl)Cl.CN(C1C=CN=CC=1)C. The product is [CH2:37]([O:36][C:34](=[O:35])[O:23][C:5]1[N:6]([CH2:16][C:17]2[CH:22]=[CH:21][CH:20]=[CH:19][CH:18]=2)[C:7]2[C:3]([N:4]=1)=[C:2]([NH2:1])[N:10]=[C:9]([O:11][CH2:12][CH2:13][O:14][CH3:15])[N:8]=2)[CH3:38]. The yield is 0.800. (2) The reactants are [F:1][C:2]1[CH:7]=[CH:6][C:5]([CH2:8][C:9]([O:11][CH3:12])=[O:10])=[C:4](I)[CH:3]=1.C(N(CC)CC)C.[CH3:21][Si:22]([C:25]#[CH:26])([CH3:24])[CH3:23]. The catalyst is COCCOC.[Cu]I.[Pd](Cl)Cl.C1(P(C2C=CC=CC=2)C2C=CC=CC=2)C=CC=CC=1.C1(P(C2C=CC=CC=2)C2C=CC=CC=2)C=CC=CC=1. The product is [F:1][C:2]1[CH:7]=[CH:6][C:5]([CH2:8][C:9]([O:11][CH3:12])=[O:10])=[C:4]([C:26]#[C:25][Si:22]([CH3:24])([CH3:23])[CH3:21])[CH:3]=1. The yield is 0.970. (3) The reactants are Cl.[CH3:2][NH:3][O:4][CH3:5].[CH3:6][N:7]([S:26]([C:29]1[S:30][CH:31]=[CH:32][CH:33]=1)(=[O:28])=[O:27])[C:8]1[CH:9]=[CH:10][CH:11]=[C:12]2[C:16]=1[NH:15][C:14]([C:17]1[S:18][CH:19]([CH2:22][C:23]([OH:25])=O)[CH2:20][N:21]=1)=[CH:13]2.N1(O)C2C=CC=CC=2N=N1.Cl.CN(C)CCCN=C=NCC. The catalyst is CN(C)C=O.C(OCC)(=O)C.C(N(CC)CC)C. The product is [CH3:5][O:4][N:3]([CH3:2])[C:23](=[O:25])[CH2:22][CH:19]1[S:18][C:17]([C:14]2[NH:15][C:16]3[C:12]([CH:13]=2)=[CH:11][CH:10]=[CH:9][C:8]=3[N:7]([CH3:6])[S:26]([C:29]2[S:30][CH:31]=[CH:32][CH:33]=2)(=[O:28])=[O:27])=[N:21][CH2:20]1. The yield is 0.810. (4) The reactants are [Br:1][C:2]1[C:3](F)=[C:4]2[C:10]([NH:11][C:12](=[O:19])[C:13]3[CH:18]=[CH:17][CH:16]=[N:15][CH:14]=3)=[CH:9][NH:8][C:5]2=[N:6][CH:7]=1.[CH3:21][N:22]([CH:30]1[CH2:34][CH2:33][NH:32][CH2:31]1)C(=O)OC(C)(C)C.CCN(C(C)C)C(C)C.C(O)(C(F)(F)F)=O. The catalyst is CCCCO.C(Cl)Cl. The product is [Br:1][C:2]1[C:3]([N:32]2[CH2:33][CH2:34][CH:30]([NH:22][CH3:21])[CH2:31]2)=[C:4]2[C:10]([NH:11][C:12](=[O:19])[C:13]3[CH:18]=[CH:17][CH:16]=[N:15][CH:14]=3)=[CH:9][NH:8][C:5]2=[N:6][CH:7]=1. The yield is 0.590. (5) The reactants are Cl[C:2]1[C:7]([C:8]#[N:9])=[CH:6][N:5]=[C:4]([NH:10][CH2:11][CH2:12][C:13]2[CH:18]=[CH:17][CH:16]=[C:15]([Cl:19])[CH:14]=2)[N:3]=1.C(OC(=O)[NH:26][CH:27]1[CH2:30][CH:29]([NH2:31])[C:28]1([CH3:33])[CH3:32])(C)(C)C.CCN(C(C)C)C(C)C. The catalyst is O1CCOCC1. The product is [NH2:26][C@H:27]1[CH2:30][C@H:29]([NH:31][C:2]2[C:7]([C:8]#[N:9])=[CH:6][N:5]=[C:4]([NH:10][CH2:11][CH2:12][C:13]3[CH:18]=[CH:17][CH:16]=[C:15]([Cl:19])[CH:14]=3)[N:3]=2)[C:28]1([CH3:33])[CH3:32]. The yield is 0.630. (6) The yield is 0.600. The reactants are C(=O)([O-])[O-].[Cs+].[Cs+].C1(P(C2C=CC=CC=2)(O[NH2:16])=O)C=CC=CC=1.[CH3:23][O:24][C:25](=[O:35])[CH2:26][C:27]1[C:28](=[O:34])[NH:29][CH:30]=[CH:31][C:32]=1[CH3:33]. The product is [CH3:23][O:24][C:25](=[O:35])[CH2:26][C:27]1[C:28](=[O:34])[N:29]([NH2:16])[CH:30]=[CH:31][C:32]=1[CH3:33]. The catalyst is CN(C=O)C.